This data is from Retrosynthesis with 50K atom-mapped reactions and 10 reaction types from USPTO. The task is: Predict the reactants needed to synthesize the given product. (1) Given the product COc1cc2nccc(Oc3ccc(NC(=S)NC(=O)c4ccccc4C)c(C)c3C)c2cc1OC, predict the reactants needed to synthesize it. The reactants are: COc1cc2nccc(Oc3ccc(N)c(C)c3C)c2cc1OC.Cc1ccccc1C(=O)N=C=S. (2) Given the product CCOc1cc(NC(C)=O)nc2ccc(Br)cc12, predict the reactants needed to synthesize it. The reactants are: CC(=O)Nc1cc(O)c2cc(Br)ccc2n1.CCI.